The task is: Predict the product of the given reaction.. This data is from Forward reaction prediction with 1.9M reactions from USPTO patents (1976-2016). (1) Given the reactants [F:1][C:2]1[CH:10]=[CH:9][CH:8]=[C:7]2[C:3]=1[C:4]([CH2:12][NH:13][CH3:14])=[CH:5][N:6]2[CH3:11].CNCC1C2C=CC=CC=2N2CCCC=12.[NH2:30][C:31]1[N:36]=[CH:35][C:34](/[CH:37]=[CH:38]/[C:39]([OH:41])=O)=[CH:33][CH:32]=1.Cl.O=C1NC2N=CC(/C=C/C(O)=O)=CC=2CC1, predict the reaction product. The product is: [NH2:30][C:31]1[N:36]=[CH:35][C:34](/[CH:37]=[CH:38]/[C:39]([N:13]([CH2:12][C:4]2[C:3]3[C:7](=[CH:8][CH:9]=[CH:10][C:2]=3[F:1])[N:6]([CH3:11])[CH:5]=2)[CH3:14])=[O:41])=[CH:33][CH:32]=1. (2) Given the reactants [CH3:1][C:2]1[CH:11]=[CH:10][C:9]2[C:4](=[CH:5][CH:6]=[CH:7][C:8]=2[N:12]2[CH2:17][CH2:16][N:15]([CH2:18][CH2:19][C:20]3[CH:21]=[C:22]([CH:24]=[CH:25][CH:26]=3)[NH2:23])[CH2:14][CH2:13]2)[N:3]=1.[CH:27]1([C:30](Cl)=[O:31])[CH2:29][CH2:28]1, predict the reaction product. The product is: [CH3:1][C:2]1[CH:11]=[CH:10][C:9]2[C:4](=[CH:5][CH:6]=[CH:7][C:8]=2[N:12]2[CH2:13][CH2:14][N:15]([CH2:18][CH2:19][C:20]3[CH:21]=[C:22]([NH:23][C:30]([CH:27]4[CH2:29][CH2:28]4)=[O:31])[CH:24]=[CH:25][CH:26]=3)[CH2:16][CH2:17]2)[N:3]=1. (3) Given the reactants [NH2:1][CH2:2][C@@H:3]1[O:7][C:6](=[O:8])[N:5]([C:9]2[CH:10]=[C:11]3[C:16](=[CH:17][CH:18]=2)[CH2:15][N:14]([C:19]([O:21][CH2:22][C:23]2[CH:28]=[CH:27][CH:26]=[CH:25][CH:24]=2)=[O:20])[CH2:13][CH2:12]3)[CH2:4]1.N1C=CC=CC=1.[C:35](OC(=O)C)(=[O:37])[CH3:36], predict the reaction product. The product is: [C:35]([NH:1][CH2:2][C@@H:3]1[O:7][C:6](=[O:8])[N:5]([C:9]2[CH:10]=[C:11]3[C:16](=[CH:17][CH:18]=2)[CH2:15][N:14]([C:19]([O:21][CH2:22][C:23]2[CH:24]=[CH:25][CH:26]=[CH:27][CH:28]=2)=[O:20])[CH2:13][CH2:12]3)[CH2:4]1)(=[O:37])[CH3:36]. (4) Given the reactants FC(F)(F)S(O[C:7]1[C:16]2[C:11](=[CH:12][N:13]=[C:14]([O:17][CH2:18][C:19]3[CH:24]=[CH:23][CH:22]=[CH:21][CH:20]=3)[CH:15]=2)[CH:10]=[CH:9][N:8]=1)(=O)=O.[CH:27]1([NH2:33])[CH2:32][CH2:31][CH2:30][CH2:29][CH2:28]1, predict the reaction product. The product is: [CH2:18]([O:17][C:14]1[CH:15]=[C:16]2[C:11]([CH:10]=[CH:9][N:8]=[C:7]2[NH:33][CH:27]2[CH2:32][CH2:31][CH2:30][CH2:29][CH2:28]2)=[CH:12][N:13]=1)[C:19]1[CH:24]=[CH:23][CH:22]=[CH:21][CH:20]=1. (5) Given the reactants [CH3:1][O:2][C:3](=[O:47])[NH:4][C@@H:5]1[CH:13]2[C:14](=[O:46])[CH2:15][C@H:16]([C:18]3[NH:19][C:20]([C:23]4[CH:28]=[CH:27][C:26]([C:29]5[CH:34]=[CH:33][C:32]([C:35]6[NH:36][C:37]([CH:40]7[NH:45][CH2:44][CH:43]8[C@@H:41]7[CH2:42]8)=[N:38][CH:39]=6)=[CH:31][CH:30]=5)=[CH:25][CH:24]=4)=[CH:21][N:22]=3)[CH2:17][N:11]3[C:12]2=[C:8]([CH:9]=[CH:10]3)[CH2:7][CH2:6]1.[CH3:48][O:49][C:50]([NH:52][C@H:53]([C:57]1[CH:62]=[CH:61][CH:60]=[CH:59][CH:58]=1)[C:54](O)=[O:55])=[O:51].CCN(C(C)C)C(C)C.CN(C(ON1N=NC2C=CC=NC1=2)=[N+](C)C)C.F[P-](F)(F)(F)(F)F, predict the reaction product. The product is: [CH3:1][O:2][C:3](=[O:47])[NH:4][C@@H:5]1[CH:13]2[C:14](=[O:46])[CH2:15][C@H:16]([C:18]3[NH:19][C:20]([C:23]4[CH:24]=[CH:25][C:26]([C:29]5[CH:30]=[CH:31][C:32]([C:35]6[NH:36][C:37]([CH:40]7[N:45]([C:54](=[O:55])[C@H:53]([NH:52][C:50]([O:49][CH3:48])=[O:51])[C:57]8[CH:62]=[CH:61][CH:60]=[CH:59][CH:58]=8)[CH2:44][CH:43]8[C@@H:41]7[CH2:42]8)=[N:38][CH:39]=6)=[CH:33][CH:34]=5)=[CH:27][CH:28]=4)=[CH:21][N:22]=3)[CH2:17][N:11]3[C:12]2=[C:8]([CH:9]=[CH:10]3)[CH2:7][CH2:6]1. (6) The product is: [N:3]1[C:12]2[C:7](=[CH:8][CH:9]=[CH:10][CH:11]=2)[CH:6]=[C:5]([CH2:13][OH:14])[CH:4]=1. Given the reactants [BH4-].[Na+].[N:3]1[C:12]2[C:7](=[CH:8][CH:9]=[CH:10][CH:11]=2)[CH:6]=[C:5]([CH:13]=[O:14])[CH:4]=1, predict the reaction product.